From a dataset of Forward reaction prediction with 1.9M reactions from USPTO patents (1976-2016). Predict the product of the given reaction. (1) Given the reactants [NH2:1][C:2]1[C:7]2=[C:8]([C:18]3[CH:23]=[CH:22][C:21]([NH:24]C(=O)OC(C)(C)C)=[C:20]([O:32][CH3:33])[CH:19]=3)[CH:9]=[C:10]([CH2:11][N:12]3[CH2:17][CH2:16][O:15][CH2:14][CH2:13]3)[N:6]2[N:5]=[CH:4][N:3]=1.FC(F)(F)C(O)=O, predict the reaction product. The product is: [NH2:24][C:21]1[CH:22]=[CH:23][C:18]([C:8]2[CH:9]=[C:10]([CH2:11][N:12]3[CH2:13][CH2:14][O:15][CH2:16][CH2:17]3)[N:6]3[C:7]=2[C:2]([NH2:1])=[N:3][CH:4]=[N:5]3)=[CH:19][C:20]=1[O:32][CH3:33]. (2) The product is: [CH3:10][O:9][C:7]1[CH:6]=[C:5]([CH2:11][CH2:12][NH:13][C:23](=[O:24])[CH2:22][CH2:21][C:18]2[CH:19]=[CH:20][C:15]([F:14])=[CH:16][CH:17]=2)[CH:4]=[C:3]([O:2][CH3:1])[CH:8]=1. Given the reactants [CH3:1][O:2][C:3]1[CH:4]=[C:5]([CH2:11][CH2:12][NH2:13])[CH:6]=[C:7]([O:9][CH3:10])[CH:8]=1.[F:14][C:15]1[CH:20]=[CH:19][C:18]([CH2:21][CH2:22][C:23](O)=[O:24])=[CH:17][CH:16]=1.C1CN([P+](ON2N=NC3C=CC=CC2=3)(N2CCCC2)N2CCCC2)CC1.F[P-](F)(F)(F)(F)F.CCN(C(C)C)C(C)C, predict the reaction product. (3) Given the reactants [CH2:1]([O:3][C:4](=[O:18])[C:5]1[CH:10]=[C:9]([CH3:11])[CH:8]=[C:7]([C:12]2[CH2:16][CH2:15][CH2:14][C:13]=2Br)[CH:6]=1)[CH3:2].[F:19][C:20]([F:41])([F:40])[C:21]1[CH:22]=[CH:23][C:24]([O:30][CH2:31][C:32]2[CH:37]=[CH:36][C:35]([F:38])=[CH:34][C:33]=2[F:39])=[C:25](B(O)O)[CH:26]=1, predict the reaction product. The product is: [CH2:1]([O:3][C:4](=[O:18])[C:5]1[CH:10]=[C:9]([CH3:11])[CH:8]=[C:7]([C:12]2[CH2:16][CH2:15][CH2:14][C:13]=2[C:23]2[CH:22]=[C:21]([C:20]([F:40])([F:41])[F:19])[CH:26]=[CH:25][C:24]=2[O:30][CH2:31][C:32]2[CH:37]=[CH:36][C:35]([F:38])=[CH:34][C:33]=2[F:39])[CH:6]=1)[CH3:2]. (4) Given the reactants [NH2:1][C:2]([CH2:9][CH2:10][CH2:11][CH3:12])([CH2:5][CH2:6][CH2:7][CH3:8])[CH2:3][OH:4].Cl[S:14]([OH:17])(=[O:16])=[O:15], predict the reaction product. The product is: [S:14]([OH:17])([O:4][CH2:3][C:2]([NH2:1])([CH2:9][CH2:10][CH2:11][CH3:12])[CH2:5][CH2:6][CH2:7][CH3:8])(=[O:16])=[O:15]. (5) Given the reactants CC1(C)[O:7][CH2:6][CH:5]([CH2:8][CH2:9][N:10]2[CH:17]=[C:16]([CH3:18])[C:14](=[O:15])[NH:13][C:11]2=[O:12])[CH2:4][O:3]1.[OH-].[Na+], predict the reaction product. The product is: [OH:3][CH2:4][CH:5]([CH2:6][OH:7])[CH2:8][CH2:9][N:10]1[CH:17]=[C:16]([CH3:18])[C:14](=[O:15])[NH:13][C:11]1=[O:12].